Dataset: Catalyst prediction with 721,799 reactions and 888 catalyst types from USPTO. Task: Predict which catalyst facilitates the given reaction. (1) Reactant: O[CH2:2][C:3]1[CH:7]=[CH:6][S:5][C:4]=1[C:8]([OH:10])=[O:9].C1(C)C=CC(S(Cl)(=O)=O)=CC=1. Product: [S:5]1[C:4]2[C:8](=[O:9])[O:10][CH2:2][C:3]=2[CH:7]=[CH:6]1. The catalyst class is: 4. (2) Reactant: [C:1]([O:7][CH2:8][CH:9]=[CH2:10])(=[O:6])[CH2:2][C:3]([CH3:5])=[O:4].[C:11](=O)([O-])[O-].[K+].[K+].C1COCC1.CI. Product: [CH3:11][CH:2]([C:3]([CH3:5])=[O:4])[C:1]([O:7][CH2:8][CH:9]=[CH2:10])=[O:6]. The catalyst class is: 10.